Dataset: Forward reaction prediction with 1.9M reactions from USPTO patents (1976-2016). Task: Predict the product of the given reaction. (1) Given the reactants [Cl:1][C:2]1[CH:3]=[CH:4][C:5]2[N:6]([CH:8]=[C:9]([C:11]([OH:13])=O)[N:10]=2)[CH:7]=1.[CH2:14](N(CC)CC)C.Cl.CN(C)CCCN=C=NCC.[OH:33][N:34]1[C:38]2C=CC=CC=2N=N1, predict the reaction product. The product is: [CH3:14][O:33][N:34]([CH3:38])[C:11]([C:9]1[N:10]=[C:5]2[CH:4]=[CH:3][C:2]([Cl:1])=[CH:7][N:6]2[CH:8]=1)=[O:13]. (2) Given the reactants C(O[C:4](=O)[C:5](=[CH:11][NH:12][C:13]1[N:14]([CH2:18][C:19]2[CH:24]=[CH:23][CH:22]=[CH:21][CH:20]=2)[N:15]=[CH:16][CH:17]=1)[C:6]([O:8][CH2:9][CH3:10])=[O:7])C.O=P(Cl)(Cl)[Cl:28], predict the reaction product. The product is: [CH2:9]([O:8][C:6]([C:5]1[C:4]([Cl:28])=[C:17]2[CH:16]=[N:15][N:14]([CH2:18][C:19]3[CH:20]=[CH:21][CH:22]=[CH:23][CH:24]=3)[C:13]2=[N:12][CH:11]=1)=[O:7])[CH3:10]. (3) Given the reactants [CH2:1]([N:8]1[CH:13]=[CH:12][CH:11]=[C:10]([O:14]C)[C:9]1=[S:16])[C:2]1[CH:7]=[CH:6][CH:5]=[CH:4][CH:3]=1.B(Br)(Br)Br, predict the reaction product. The product is: [CH2:1]([N:8]1[CH:13]=[CH:12][CH:11]=[C:10]([OH:14])[C:9]1=[S:16])[C:2]1[CH:3]=[CH:4][CH:5]=[CH:6][CH:7]=1.